This data is from Catalyst prediction with 721,799 reactions and 888 catalyst types from USPTO. The task is: Predict which catalyst facilitates the given reaction. (1) Reactant: [OH:1][CH2:2][C@H:3]1[N:7]([C:8]2[CH:9]=N[CH:11]=[CH:12][CH:13]=2)[C:6](=[O:14])[CH2:5][CH2:4]1.[OH:15][C:16]1[CH:23]=[CH:22][CH:21]=[C:20]([OH:24])[C:17]=1[CH:18]=[O:19].[CH:25]1C=CC(P(C2C=CC=CC=2)C2C=CC=CC=2)=CC=1.CC(OC(/N=N/C(OC(C)C)=O)=O)C.C(C#N)(C)=O. Product: [OH:15][C:16]1[CH:23]=[CH:22][CH:21]=[C:20]([O:24][CH2:4][C@@H:3]2[CH2:2][O:1][CH2:5][C:6](=[O:14])[N:7]2[C:8]2[CH:9]=[CH:25][CH:11]=[CH:12][CH:13]=2)[C:17]=1[CH:18]=[O:19]. The catalyst class is: 1. (2) Reactant: [CH2:1]([CH:8]1[C:12](=[O:13])[N:11]([C:14]2[CH:19]=[CH:18][CH:17]=[CH:16][CH:15]=2)[N:10]([C:20]2[CH:25]=[CH:24][CH:23]=[CH:22][CH:21]=2)[C:9]1=[O:26])[C:2]1[CH:7]=[CH:6][CH:5]=[CH:4][CH:3]=1.[OH:27]O. The catalyst class is: 15. Product: [CH2:1]([C:8]1([OH:27])[C:9](=[O:26])[N:10]([C:20]2[CH:21]=[CH:22][CH:23]=[CH:24][CH:25]=2)[N:11]([C:14]2[CH:15]=[CH:16][CH:17]=[CH:18][CH:19]=2)[C:12]1=[O:13])[C:2]1[CH:3]=[CH:4][CH:5]=[CH:6][CH:7]=1. (3) Reactant: O.[ClH:2].[NH2:3][C:4]1[C:9]([C:10]2[CH:15]=[CH:14][C:13]([NH:16][C:17]([C:19]3[C:24](=[O:25])[C:23]([C:26]4[CH:31]=[CH:30][C:29]([F:32])=[CH:28][CH:27]=4)=[CH:22][N:21]([CH2:33][C:34]([F:37])([F:36])[F:35])[CH:20]=3)=[O:18])=[CH:12][CH:11]=2)=[CH:8][C:7]([C:38]2[CH:43]=[CH:42][C:41]([O:44][CH3:45])=[C:40]([O:46][CH3:47])[CH:39]=2)=[CH:6][N:5]=1. Product: [ClH:2].[NH2:3][C:4]1[C:9]([C:10]2[CH:11]=[CH:12][C:13]([NH:16][C:17]([C:19]3[C:24](=[O:25])[C:23]([C:26]4[CH:27]=[CH:28][C:29]([F:32])=[CH:30][CH:31]=4)=[CH:22][N:21]([CH2:33][C:34]([F:35])([F:36])[F:37])[CH:20]=3)=[O:18])=[CH:14][CH:15]=2)=[CH:8][C:7]([C:38]2[CH:43]=[CH:42][C:41]([O:44][CH3:45])=[C:40]([O:46][CH3:47])[CH:39]=2)=[CH:6][N:5]=1. The catalyst class is: 7. (4) Reactant: [F:1][C:2]1[CH:7]=[CH:6][C:5]([C:8]2([CH2:18][CH:19]([CH3:21])[CH3:20])[C:12]3[CH:13]=[N:14][CH:15]=[CH:16][C:11]=3[C:10](=[O:17])[O:9]2)=[CH:4][CH:3]=1.Cl. Product: [F:1][C:2]1[CH:3]=[CH:4][C:5]([C:8]2([CH2:18][CH:19]([CH3:21])[CH3:20])[C:12]3[CH2:13][NH:14][CH2:15][CH2:16][C:11]=3[C:10](=[O:17])[O:9]2)=[CH:6][CH:7]=1. The catalyst class is: 268. (5) Reactant: Cl.[N:2]1([C:8]2[N:13]=[C:12]([OH:14])[CH:11]=[C:10]([CH:15]3[CH2:20][CH2:19][NH:18][CH2:17][CH2:16]3)[N:9]=2)[CH2:7][CH2:6][O:5][CH2:4][CH2:3]1.[CH3:21][N:22]([CH3:31])[C:23]1[N:28]=[CH:27][C:26]([CH:29]=O)=[CH:25][N:24]=1.C([BH3-])#N.[Na+].C(=O)(O)[O-].[Na+]. Product: [CH3:21][N:22]([CH3:31])[C:23]1[N:28]=[CH:27][C:26]([CH2:29][N:18]2[CH2:19][CH2:20][CH:15]([C:10]3[N:9]=[C:8]([N:2]4[CH2:7][CH2:6][O:5][CH2:4][CH2:3]4)[N:13]=[C:12]([OH:14])[CH:11]=3)[CH2:16][CH2:17]2)=[CH:25][N:24]=1. The catalyst class is: 676. (6) Reactant: [Cl:1][C:2]1[CH:7]=[CH:6][C:5](Br)=[C:4]([CH3:9])[N:3]=1.[Li]CCCC.CN([CH:18]=[O:19])C. Product: [Cl:1][C:2]1[N:3]=[C:4]([CH3:9])[C:5]([CH:18]=[O:19])=[CH:6][CH:7]=1. The catalyst class is: 28.